This data is from Retrosynthesis with 50K atom-mapped reactions and 10 reaction types from USPTO. The task is: Predict the reactants needed to synthesize the given product. (1) Given the product CCN(CC)c1ccc2cc(C=O)c(=O)oc2c1, predict the reactants needed to synthesize it. The reactants are: CCN(CC)c1ccc2ccc(=O)oc2c1.CN(C)C=O. (2) Given the product CCOC(=O)Cn1ccc2c(OCCc3ccc(-c4ccc(C(F)(F)F)cc4)nc3C)cccc21, predict the reactants needed to synthesize it. The reactants are: CCOC(=O)Cn1ccc2c(O)cccc21.Cc1nc(-c2ccc(C(F)(F)F)cc2)ccc1CCO. (3) The reactants are: COC(=O)[C@@H](NC(=O)[C@H](Cc1ccc(O)cc1)NC(=O)OC(C)(C)C)[C@@H](C)O. Given the product C[C@@H](O)[C@H](NC(=O)[C@H](Cc1ccc(O)cc1)NC(=O)OC(C)(C)C)C(=O)O, predict the reactants needed to synthesize it. (4) Given the product O=C(NCc1cccc(Oc2ccccc2)c1)c1ccc(-c2ccncc2)s1, predict the reactants needed to synthesize it. The reactants are: NCc1cccc(Oc2ccccc2)c1.O=C(O)c1ccc(-c2ccncc2)s1. (5) The reactants are: COC(=O)CN(Cc1ccccc1)S(=O)(=O)c1ccc(C)cc1. Given the product Cc1ccc(S(=O)(=O)N(CC(=O)O)Cc2ccccc2)cc1, predict the reactants needed to synthesize it. (6) Given the product CCCS(=O)(=O)N1CCC(c2ccccn2)(C(C)(C)NC(=O)c2c(F)ccc(F)c2Cl)CC1, predict the reactants needed to synthesize it. The reactants are: CCCS(=O)(=O)N1CCC(c2ccccn2)(C(C)(C)N)CC1.O=C(Cl)c1c(F)ccc(F)c1Cl.